Dataset: Reaction yield outcomes from USPTO patents with 853,638 reactions. Task: Predict the reaction yield, written as a fraction of the theoretical maximum amount of product (1.0 means a 100% yield; for example, 0.34 means a 34% yield). (1) The reactants are [F:1][C:2]1[CH:3]=[C:4]([C:8]2[CH:16]=[CH:15][C:11]([C:12]([OH:14])=O)=[CH:10][N:9]=2)[CH:5]=[CH:6][CH:7]=1.[CH3:17][N:18]([CH3:28])[C:19]([CH:21]1[CH2:26][CH2:25][CH:24]([NH2:27])[CH2:23][CH2:22]1)=[O:20]. The catalyst is C(#N)C. The product is [CH3:17][N:18]([CH3:28])[C:19]([C@H:21]1[CH2:26][CH2:25][C@H:24]([NH:27][C:12](=[O:14])[C:11]2[CH:15]=[CH:16][C:8]([C:4]3[CH:5]=[CH:6][CH:7]=[C:2]([F:1])[CH:3]=3)=[N:9][CH:10]=2)[CH2:23][CH2:22]1)=[O:20]. The yield is 1.13. (2) The yield is 0.680. No catalyst specified. The reactants are [O:1]=[C:2]1[N:7]([CH2:8][C:9]([OH:11])=O)[N:6]=[N:5][C:4]2[CH:12]=[CH:13][C:14]([C:16]([F:19])([F:18])[F:17])=[CH:15][C:3]1=2.[CH3:20][O:21][C:22]1[CH:27]=[CH:26][C:25]([C@@H:28]([NH2:30])[CH3:29])=[CH:24][CH:23]=1. The product is [CH3:20][O:21][C:22]1[CH:27]=[CH:26][C:25]([C@@H:28]([NH:30][C:9](=[O:11])[CH2:8][N:7]2[C:2](=[O:1])[C:3]3[CH:15]=[C:14]([C:16]([F:19])([F:18])[F:17])[CH:13]=[CH:12][C:4]=3[N:5]=[N:6]2)[CH3:29])=[CH:24][CH:23]=1. (3) The reactants are [Br:1]C1C=C2C(=CC=1)N(C(C1C=CC(Cl)=C(Cl)C=1)=O)CC2.[CH2:21]([N:23]1[C:31]2[C:26](=[CH:27][C:28]([S:32]([NH2:35])(=[O:34])=[O:33])=[CH:29][CH:30]=2)[CH2:25][CH2:24]1)[CH3:22]. No catalyst specified. The product is [Br:1][C:30]1[CH:29]=[C:28]([S:32]([NH2:35])(=[O:33])=[O:34])[CH:27]=[C:26]2[C:31]=1[N:23]([CH2:21][CH3:22])[CH2:24][CH2:25]2. The yield is 0.720. (4) The reactants are Br[C:2]1[CH:14]=[CH:13][C:5]([CH2:6][N:7]2[CH2:12][CH2:11][O:10][CH2:9][CH2:8]2)=[CH:4][C:3]=1[F:15].[B:16]1([B:16]2[O:20][C:19]([CH3:22])([CH3:21])[C:18]([CH3:24])([CH3:23])[O:17]2)[O:20][C:19]([CH3:22])([CH3:21])[C:18]([CH3:24])([CH3:23])[O:17]1.C(Cl)Cl.C([O-])(=O)C.[K+]. The catalyst is C(OCC)(=O)C.C1C=CC(P(C2C=CC=CC=2)[C-]2C=CC=C2)=CC=1.C1C=CC(P(C2C=CC=CC=2)[C-]2C=CC=C2)=CC=1.Cl[Pd]Cl.[Fe+2].CN(C=O)C. The product is [F:15][C:3]1[CH:4]=[C:5]([CH:13]=[CH:14][C:2]=1[B:16]1[O:20][C:19]([CH3:22])([CH3:21])[C:18]([CH3:24])([CH3:23])[O:17]1)[CH2:6][N:7]1[CH2:12][CH2:11][O:10][CH2:9][CH2:8]1. The yield is 0.650. (5) The reactants are [CH2:1]([O:8][C:9]1[CH:10]=[C:11]([NH:19][C:20]([O:22][C:23]([CH3:26])([CH3:25])[CH3:24])=[O:21])[CH:12]=[C:13]2[C:18]=1[N:17]=[CH:16][CH:15]=[CH:14]2)[C:2]1[CH:7]=[CH:6][CH:5]=[CH:4][CH:3]=1.C1C(=O)N([I:34])C(=O)C1. The catalyst is C1C(=O)N(I)C(=O)C1.CC#N. The product is [CH2:1]([O:8][C:9]1[CH:10]=[C:11]([NH:19][C:20]([O:22][C:23]([CH3:26])([CH3:25])[CH3:24])=[O:21])[C:12]([I:34])=[C:13]2[C:18]=1[N:17]=[CH:16][CH:15]=[CH:14]2)[C:2]1[CH:7]=[CH:6][CH:5]=[CH:4][CH:3]=1. The yield is 0.930.